Dataset: M1 muscarinic receptor agonist screen with 61,833 compounds. Task: Binary Classification. Given a drug SMILES string, predict its activity (active/inactive) in a high-throughput screening assay against a specified biological target. (1) The compound is o1c2c(c(cc1=O)C)ccc(OCC(O)=O)c2C(=O)C. The result is 0 (inactive). (2) The compound is S(c1nc2c(CCCC2)c(c1C#N)c1oc(cc1)C)CC(OCC)=O. The result is 0 (inactive). (3) The compound is N1(CCCC1)c1n2nc(c(c2nc(c1)C)c1ccccc1)C. The result is 0 (inactive). (4) The drug is Clc1cc(C(=O)N2CC(OCCC)CCC2)c(cc1Cl)C(O)=O. The result is 1 (active). (5) The drug is S(Cc1ccc(cc1)c1ocnn1)c1[nH]c2c(n1)cccc2. The result is 0 (inactive). (6) The drug is O(c1cc(CNC2CCCC2)ccc1)C. The result is 0 (inactive). (7) The drug is s1c2cc(NC(=O)N3CCN(CC3)c3ncccc3)ccc2nc1C. The result is 0 (inactive).